Predict the reaction yield, written as a fraction of the theoretical maximum amount of product (1.0 means a 100% yield; for example, 0.34 means a 34% yield). From a dataset of Reaction yield outcomes from USPTO patents with 853,638 reactions. (1) The reactants are [S:1]1[C:5]2[CH:6]=[CH:7][CH:8]=[CH:9][C:4]=2[C:3]([N:10]2[CH2:15][CH2:14][N:13]([CH2:16][C@H:17]3[CH2:21][CH2:20][CH2:19][C@@H:18]3[CH2:22][NH2:23])[CH2:12][CH2:11]2)=[N:2]1.C(N(CC)CC)C.[CH2:31](Cl)[C:32]1[CH:40]=[CH:39][C:38]2[O:37][CH2:36][O:35][C:34]=2[CH:33]=1.C(=O)(O)[O-:43].[Na+]. The catalyst is C(OCC)(=O)C.C(Cl)(Cl)Cl. The product is [S:1]1[C:5]2[CH:6]=[CH:7][CH:8]=[CH:9][C:4]=2[C:3]([N:10]2[CH2:11][CH2:12][N:13]([CH2:16][C@H:17]3[CH2:21][CH2:20][CH2:19][C@@H:18]3[CH2:22][NH:23][C:31]([C:32]3[CH:40]=[CH:39][C:38]4[O:37][CH2:36][O:35][C:34]=4[CH:33]=3)=[O:43])[CH2:14][CH2:15]2)=[N:2]1. The yield is 0.850. (2) The reactants are FC(F)(F)C(O)=O.C([O:15][C:16]1[CH:34]=[CH:33][C:19]([CH2:20][C:21]2[CH:25]=[C:24]([C:26]3[CH:27]=[CH:28][C:29]([NH2:32])=[N:30][CH:31]=3)[O:23][N:22]=2)=[CH:18][CH:17]=1)C1C=CC=CC=1.C1(SC)C=CC=CC=1.C(=O)([O-])O.[Na+]. The catalyst is O. The product is [NH2:32][C:29]1[N:30]=[CH:31][C:26]([C:24]2[O:23][N:22]=[C:21]([CH2:20][C:19]3[CH:33]=[CH:34][C:16]([OH:15])=[CH:17][CH:18]=3)[CH:25]=2)=[CH:27][CH:28]=1. The yield is 0.740.